From a dataset of Forward reaction prediction with 1.9M reactions from USPTO patents (1976-2016). Predict the product of the given reaction. (1) Given the reactants C([N:8]1[C:20]2[CH:19]=[CH:18][C:17]([CH2:21][O:22][CH2:23][CH2:24][CH2:25][CH2:26][CH2:27][CH2:28][O:29][CH2:30][C:31]3[CH:36]=[CH:35][C:34]([N:37]([C:44]4[CH:49]=[CH:48][CH:47]=[CH:46][CH:45]=4)[C:38]4[CH:43]=[CH:42][CH:41]=[CH:40][CH:39]=4)=[CH:33][CH:32]=3)=[CH:16][C:15]=2[C:14]2[C:9]1=[CH:10][CH:11]=[CH:12][CH:13]=2)C1C=CC=CC=1.C(O[K])(C)(C)C, predict the reaction product. The product is: [CH:19]1[C:20]2[NH:8][C:9]3[C:14](=[CH:13][CH:12]=[CH:11][CH:10]=3)[C:15]=2[CH:16]=[C:17]([CH2:21][O:22][CH2:23][CH2:24][CH2:25][CH2:26][CH2:27][CH2:28][O:29][CH2:30][C:31]2[CH:32]=[CH:33][C:34]([N:37]([C:38]3[CH:43]=[CH:42][CH:41]=[CH:40][CH:39]=3)[C:44]3[CH:49]=[CH:48][CH:47]=[CH:46][CH:45]=3)=[CH:35][CH:36]=2)[CH:18]=1. (2) Given the reactants [CH3:1][S:2]([C:5]1[CH:10]=[CH:9][C:8]([C:11]2[C:12]3[N:13]([N:17]=[C:18]([NH:20][C:21]4[CH:26]=[CH:25][CH:24]=[C:23]([CH:27]5[CH2:32][CH2:31][NH:30][CH2:29][CH2:28]5)[CH:22]=4)[N:19]=3)[CH:14]=[CH:15][CH:16]=2)=[CH:7][CH:6]=1)(=[O:4])=[O:3].Cl[CH2:34][CH2:35][S:36]([CH3:39])(=[O:38])=[O:37], predict the reaction product. The product is: [CH3:39][S:36]([CH2:35][CH2:34][N:30]1[CH2:31][CH2:32][CH:27]([C:23]2[CH:22]=[C:21]([NH:20][C:18]3[N:19]=[C:12]4[C:11]([C:8]5[CH:9]=[CH:10][C:5]([S:2]([CH3:1])(=[O:3])=[O:4])=[CH:6][CH:7]=5)=[CH:16][CH:15]=[CH:14][N:13]4[N:17]=3)[CH:26]=[CH:25][CH:24]=2)[CH2:28][CH2:29]1)(=[O:38])=[O:37].